From a dataset of Full USPTO retrosynthesis dataset with 1.9M reactions from patents (1976-2016). Predict the reactants needed to synthesize the given product. (1) Given the product [C:34]([C:29]1[C:27]2[CH:28]=[C:24]([CH2:2][CH:3]3[CH2:8][CH2:7][CH2:6][CH2:5][N:4]3[C:9]([C:11]3[N:12]=[C:13]([CH3:23])[S:14][C:15]=3[C:16]3[CH:21]=[CH:20][C:19]([F:22])=[CH:18][CH:17]=3)=[O:10])[O:25][C:26]=2[CH:32]=[CH:31][CH:30]=1)#[N:35], predict the reactants needed to synthesize it. The reactants are: Br[CH:2]([C:24]1[O:25][C:26]2[CH:32]=[CH:31][CH:30]=[CH:29][C:27]=2[CH:28]=1)[CH:3]1[CH2:8][CH2:7][CH2:6][CH2:5][N:4]1[C:9]([C:11]1[N:12]=[C:13]([CH3:23])[S:14][C:15]=1[C:16]1[CH:21]=[CH:20][C:19]([F:22])=[CH:18][CH:17]=1)=[O:10].C[CH2:34][N:35](C1C=CC(C(C2C(S([O-])(=O)=O)=CC(S([O-])(=O)=O)=C(O)C=2)=C2C=CC(=[N+](CC)CC)C=C2)=CC=1)CC.CCN(C1C=CC(C(C2C(S([O-])(=O)=O)=CC(S([O-])(=O)=O)=C(O)C=2)=C2C=CC(=[N+](CC)CC)C=C2)=CC=1)CC.[Ca+2].[Cu]C#N. (2) Given the product [CH:7]1[CH:30]=[CH:31][C:24]2[N:22]([OH:1])[N:16]=[N:10][C:9]=2[CH:8]=1, predict the reactants needed to synthesize it. The reactants are: [OH2:1].CCN=C=N[CH2:7][CH2:8][CH2:9][N:10](C)C.Cl.C([N:16](CC)CC)C.C[N:22]([CH:24]=O)C.C(O[CH2:30][CH3:31])(=O)C. (3) Given the product [CH2:7]([O:9][C:10]1[CH:11]=[C:12]([CH:15]=[C:16]([I:19])[C:17]=1[OH:18])[C:13]([OH:26])=[O:14])[CH3:8], predict the reactants needed to synthesize it. The reactants are: P([O-])(O)(O)=O.[Na+].[CH2:7]([O:9][C:10]1[CH:11]=[C:12]([CH:15]=[C:16]([I:19])[C:17]=1[OH:18])[CH:13]=[O:14])[CH3:8].CC(=CC)C.Cl([O-])=[O:26].[Na+]. (4) Given the product [CH3:31][C:30]([CH3:33])([CH3:32])[CH2:29][N:4]1[C:3]2[C:7](=[N:8][C:9]([C:11]3[C:19]4[C:14](=[N:15][CH:16]=[CH:17][CH:18]=4)[N:13]([CH2:20][C:21]4[CH:26]=[CH:25][CH:24]=[CH:23][C:22]=4[F:27])[N:12]=3)=[N:10][CH:2]=2)[NH:6][C:5]1=[O:28], predict the reactants needed to synthesize it. The reactants are: N[C:2]1[N:10]=[C:9]([C:11]2[C:19]3[C:14](=[N:15][CH:16]=[CH:17][CH:18]=3)[N:13]([CH2:20][C:21]3[CH:26]=[CH:25][CH:24]=[CH:23][C:22]=3[F:27])[N:12]=2)[N:8]=[C:7]2[C:3]=1[N:4]([CH2:29][C:30]([CH3:33])([CH3:32])[CH3:31])[C:5](=[O:28])[NH:6]2.N(OCCC(C)C)=O.C(=O)([O-])O.[Na+]. (5) Given the product [CH:7]1([S:12]([C:13]2[CH:14]=[C:15]([CH:45]=[CH:46][CH:47]=2)[CH2:16][O:17][CH2:18][CH2:19][O:20][CH2:21][CH2:22][CH2:23][CH2:24][CH2:25][CH2:26][N:27]2[CH2:31][C@@H:30]([C:32]3[CH:43]=[CH:42][C:35]4[O:36][C:37]([CH3:41])([CH3:40])[O:38][CH2:39][C:34]=4[CH:33]=3)[O:29][C:28]2=[O:44])=[O:2])[CH2:11][CH2:10][CH2:9][CH2:8]1, predict the reactants needed to synthesize it. The reactants are: I([O-])(=O)(=O)=[O:2].[Na+].[CH:7]1([S:12][C:13]2[CH:14]=[C:15]([CH:45]=[CH:46][CH:47]=2)[CH2:16][O:17][CH2:18][CH2:19][O:20][CH2:21][CH2:22][CH2:23][CH2:24][CH2:25][CH2:26][N:27]2[CH2:31][C@@H:30]([C:32]3[CH:43]=[CH:42][C:35]4[O:36][C:37]([CH3:41])([CH3:40])[O:38][CH2:39][C:34]=4[CH:33]=3)[O:29][C:28]2=[O:44])[CH2:11][CH2:10][CH2:9][CH2:8]1.